This data is from Peptide-MHC class II binding affinity with 134,281 pairs from IEDB. The task is: Regression. Given a peptide amino acid sequence and an MHC pseudo amino acid sequence, predict their binding affinity value. This is MHC class II binding data. (1) The peptide sequence is QPEWFRNVLSIAPIMF. The MHC is DRB1_1101 with pseudo-sequence DRB1_1101. The binding affinity (normalized) is 0.477. (2) The peptide sequence is AYTSSDDQISLFDQS. The MHC is DRB1_0901 with pseudo-sequence DRB1_0901. The binding affinity (normalized) is 0.164. (3) The peptide sequence is MSGPMQQLTQPLQQL. The MHC is HLA-DPA10103-DPB10401 with pseudo-sequence HLA-DPA10103-DPB10401. The binding affinity (normalized) is 0.464. (4) The peptide sequence is SQDLELSWNLEGLQAY. The MHC is HLA-DQA10301-DQB10302 with pseudo-sequence HLA-DQA10301-DQB10302. The binding affinity (normalized) is 0.626. (5) The peptide sequence is IGRIAETILGYNPSA. The MHC is HLA-DPA10201-DPB10501 with pseudo-sequence HLA-DPA10201-DPB10501. The binding affinity (normalized) is 0.752. (6) The peptide sequence is SYDGVSEDTDDDD. The MHC is HLA-DQA10101-DQB10501 with pseudo-sequence HLA-DQA10101-DQB10501. The binding affinity (normalized) is 0.208.